The task is: Predict the reactants needed to synthesize the given product.. This data is from Full USPTO retrosynthesis dataset with 1.9M reactions from patents (1976-2016). (1) Given the product [CH3:11][O:12][C:13]1[CH:18]=[CH:17][N:16]=[C:15]([CH2:19][CH2:20][C:21]2[NH:36][C:24]3=[N:25][CH:26]=[C:27]([C:29]4[CH:34]=[CH:33][C:32]([NH:35][S:7]([C:1]5[CH:6]=[CH:5][CH:4]=[CH:3][CH:2]=5)(=[O:9])=[O:8])=[CH:31][CH:30]=4)[CH:28]=[C:23]3[N:22]=2)[CH:14]=1, predict the reactants needed to synthesize it. The reactants are: [C:1]1([S:7](Cl)(=[O:9])=[O:8])[CH:6]=[CH:5][CH:4]=[CH:3][CH:2]=1.[CH3:11][O:12][C:13]1[CH:18]=[CH:17][N:16]=[C:15]([CH2:19][CH2:20][C:21]2[NH:36][C:24]3=[N:25][CH:26]=[C:27]([C:29]4[CH:34]=[CH:33][C:32]([NH2:35])=[CH:31][CH:30]=4)[CH:28]=[C:23]3[N:22]=2)[CH:14]=1. (2) The reactants are: [Cl:1][C:2]1[CH:7]=[CH:6][C:5]([OH:8])=[CH:4][CH:3]=1.[CH3:9][C:10]([C:12]1[CH:17]=[CH:16][C:15](F)=[CH:14][C:13]=1[Cl:19])=[O:11].C(=O)([O-])[O-].[K+].[K+]. Given the product [Cl:19][C:13]1[CH:14]=[C:15]([O:8][C:5]2[CH:6]=[CH:7][C:2]([Cl:1])=[CH:3][CH:4]=2)[CH:16]=[CH:17][C:12]=1[C:10](=[O:11])[CH3:9], predict the reactants needed to synthesize it.